From a dataset of Retrosynthesis with 50K atom-mapped reactions and 10 reaction types from USPTO. Predict the reactants needed to synthesize the given product. (1) Given the product CC(C)(C)S(=O)N=Cc1cnc(OCC(F)(F)F)cn1, predict the reactants needed to synthesize it. The reactants are: CC(C)(C)[S@](N)=O.O=Cc1cnc(OCC(F)(F)F)cn1. (2) The reactants are: CCc1cccc(N2CCN(C(=O)OC(C)(C)C)CC2)c1. Given the product CCc1cccc(N2CCNCC2)c1, predict the reactants needed to synthesize it. (3) The reactants are: CC(C)(C)OC(=O)N1CCC(C(N)=O)(c2cccnc2)CC1. Given the product NC(=O)C1(c2cccnc2)CCNCC1, predict the reactants needed to synthesize it. (4) Given the product COC(=O)[C@H](Cc1ccc(OS(C)(=O)=O)cc1)NC(=O)OC(C)(C)C, predict the reactants needed to synthesize it. The reactants are: COC(=O)[C@H](Cc1ccc(O)cc1)NC(=O)OC(C)(C)C.CS(=O)(=O)Cl.